Task: Predict which catalyst facilitates the given reaction.. Dataset: Catalyst prediction with 721,799 reactions and 888 catalyst types from USPTO (1) Reactant: [Br:1][C:2]1[C:3](Cl)=[N:4][C:5]([C:8]([F:11])([F:10])[F:9])=[CH:6][CH:7]=1.[CH3:13][O:14][CH2:15][CH2:16][O:17][Na]. Product: [Br:1][C:2]1[C:3]([O:17][CH2:16][CH2:15][O:14][CH3:13])=[N:4][C:5]([C:8]([F:11])([F:10])[F:9])=[CH:6][CH:7]=1. The catalyst class is: 141. (2) Reactant: [C:1]([C:3]1[N:4]([CH3:9])[CH:5]=[C:6]([NH2:8])[CH:7]=1)#[N:2].C(N(CC)CC)C.[CH3:17][S:18](Cl)(=[O:20])=[O:19]. Product: [CH3:17][S:18]([NH:8][C:6]1[CH:7]=[C:3]([C:1]#[N:2])[N:4]([CH3:9])[CH:5]=1)(=[O:20])=[O:19]. The catalyst class is: 646. (3) Reactant: [OH:1][C:2]1[CH:3]=[C:4]([CH2:8][C:9]([OH:11])=[O:10])[CH:5]=[CH:6][CH:7]=1.[C:12](OC(=O)C)(=[O:14])[CH3:13]. Product: [C:12]([O:1][C:2]1[CH:3]=[C:4]([CH2:8][C:9]([OH:11])=[O:10])[CH:5]=[CH:6][CH:7]=1)(=[O:14])[CH3:13]. The catalyst class is: 17. (4) Product: [CH:21]1([C@H:16]([NH:15][C:13]([C:4]2[C:3]([NH:2][C:41]([NH:40][C:29]3[C:30]([Cl:39])=[CH:31][C:32]([O:34][C:35]([F:36])([F:37])[F:38])=[CH:33][C:28]=3[Cl:27])=[O:42])=[CH:12][C:11]3[C:6](=[CH:7][CH:8]=[CH:9][CH:10]=3)[CH:5]=2)=[O:14])[C:17]([O:19][CH3:20])=[O:18])[CH2:26][CH2:25][CH2:24][CH2:23][CH2:22]1. The catalyst class is: 17. Reactant: Cl.[NH2:2][C:3]1[C:4]([C:13]([NH:15][C@@H:16]([CH:21]2[CH2:26][CH2:25][CH2:24][CH2:23][CH2:22]2)[C:17]([O:19][CH3:20])=[O:18])=[O:14])=[CH:5][C:6]2[C:11]([CH:12]=1)=[CH:10][CH:9]=[CH:8][CH:7]=2.[Cl:27][C:28]1[CH:33]=[C:32]([O:34][C:35]([F:38])([F:37])[F:36])[CH:31]=[C:30]([Cl:39])[C:29]=1[N:40]=[C:41]=[O:42].CCCCCC.C(OCC)(=O)C. (5) Reactant: [Br:1][C:2]1[CH:7]=[CH:6][C:5]([NH2:8])=[C:4]([F:9])[CH:3]=1.[Li+].C[Si]([N-][Si](C)(C)C)(C)C.F[C:21]1[C:29]2[S:28][N:27]=[CH:26][C:25]=2[CH:24]=[CH:23][C:22]=1[C:30]([OH:32])=[O:31]. Product: [Br:1][C:2]1[CH:7]=[CH:6][C:5]([NH:8][C:21]2[C:29]3[S:28][N:27]=[CH:26][C:25]=3[CH:24]=[CH:23][C:22]=2[C:30]([OH:32])=[O:31])=[C:4]([F:9])[CH:3]=1. The catalyst class is: 1. (6) Reactant: [CH3:1][O:2][C:3](=[O:28])[C@H:4]([CH2:13][CH2:14][CH2:15][CH2:16][NH:17][C:18](OCC1C=CC=CC=1)=O)[NH:5][C:6]([O:8][C:9]([CH3:12])([CH3:11])[CH3:10])=[O:7].[CH:29](=O)[CH:30](C)[CH3:31].C(N(CC)CC)C.[Br:41][C:42]1[CH:47]=[CH:46][C:45]([S:48](Cl)(=[O:50])=[O:49])=[CH:44][CH:43]=1. Product: [CH3:1][O:2][C:3](=[O:28])[C@H:4]([CH2:13][CH2:14][CH2:15][CH2:16][N:17]([CH2:18][CH:30]([CH3:31])[CH3:29])[S:48]([C:45]1[CH:46]=[CH:47][C:42]([Br:41])=[CH:43][CH:44]=1)(=[O:50])=[O:49])[NH:5][C:6]([O:8][C:9]([CH3:10])([CH3:11])[CH3:12])=[O:7]. The catalyst class is: 19.